Dataset: Forward reaction prediction with 1.9M reactions from USPTO patents (1976-2016). Task: Predict the product of the given reaction. (1) Given the reactants [Cl:1][C:2]1[CH:24]=[CH:23][C:5]2[N:6]=[C:7]([NH:9][C:10]3[N:11]([CH3:22])[C:12]4[CH:18]=[C:17]([C:19](O)=[O:20])[CH:16]=[CH:15][C:13]=4[N:14]=3)[S:8][C:4]=2[CH:3]=1.[NH2:25][CH2:26][CH2:27][O:28][CH2:29][CH2:30][OH:31].CN(C(ON1N=NC2C=CC=CC1=2)=[N+](C)C)C.F[P-](F)(F)(F)(F)F.CCN(C(C)C)C(C)C, predict the reaction product. The product is: [OH:31][CH2:30][CH2:29][O:28][CH2:27][CH2:26][NH:25][C:19]([C:17]1[CH:16]=[CH:15][C:13]2[N:14]=[C:10]([NH:9][C:7]3[S:8][C:4]4[CH:3]=[C:2]([Cl:1])[CH:24]=[CH:23][C:5]=4[N:6]=3)[N:11]([CH3:22])[C:12]=2[CH:18]=1)=[O:20]. (2) Given the reactants [CH3:1][Si:2]([CH3:17])([CH3:16])[CH2:3][CH2:4][O:5][CH2:6][N:7]1[C:11]2=[N:12][CH:13]=[CH:14][CH:15]=[C:10]2[CH:9]=[CH:8]1.[Li]CCCC.[CH2:23]([Sn:27](Cl)([CH2:32][CH2:33][CH2:34][CH3:35])[CH2:28][CH2:29][CH2:30][CH3:31])[CH2:24][CH2:25][CH3:26].[Cl-].[NH4+], predict the reaction product. The product is: [CH3:1][Si:2]([CH3:17])([CH3:16])[CH2:3][CH2:4][O:5][CH2:6][N:7]1[C:11]2=[N:12][CH:13]=[CH:14][CH:15]=[C:10]2[CH:9]=[C:8]1[Sn:27]([CH2:28][CH2:29][CH2:30][CH3:31])([CH2:32][CH2:33][CH2:34][CH3:35])[CH2:23][CH2:24][CH2:25][CH3:26]. (3) Given the reactants [C:1](OC(=O)C)(=[O:3])[CH3:2].[CH2:8]([O:15][C:16]([N:18]1[CH2:23][CH:22]([O:24][CH2:25][C:26]2[CH:27]=[CH:28][C:29]3[O:34][CH2:33][CH2:32][N:31]([CH2:35][CH2:36][CH2:37][O:38][CH3:39])[C:30]=3[CH:40]=2)[CH:21]([C:41]2[CH:46]=[CH:45][C:44]([O:47][CH3:48])=[CH:43][CH:42]=2)[CH:20]([OH:49])[CH2:19]1)=[O:17])[C:9]1[CH:14]=[CH:13][CH:12]=[CH:11][CH:10]=1.C(N(CC)CC)C, predict the reaction product. The product is: [CH2:8]([O:15][C:16]([N:18]1[CH2:23][CH:22]([O:24][CH2:25][C:26]2[CH:27]=[CH:28][C:29]3[O:34][CH2:33][CH2:32][N:31]([CH2:35][CH2:36][CH2:37][O:38][CH3:39])[C:30]=3[CH:40]=2)[CH:21]([C:41]2[CH:46]=[CH:45][C:44]([O:47][CH3:48])=[CH:43][CH:42]=2)[CH:20]([O:49][C:1](=[O:3])[CH3:2])[CH2:19]1)=[O:17])[C:9]1[CH:14]=[CH:13][CH:12]=[CH:11][CH:10]=1. (4) The product is: [C:31]([C:29]1[O:28][N:27]=[C:26]([NH:25][C:23](=[O:24])[NH:22][C:19]2[CH:18]=[CH:17][C:16]([NH:15][C:13](=[O:14])[C:10]3[CH:9]=[CH:8][C:7]([O:6][CH:4]4[CH2:5][N:2]([CH2:36][CH3:37])[CH2:3]4)=[CH:12][N:11]=3)=[CH:21][CH:20]=2)[CH:30]=1)([CH3:34])([CH3:33])[CH3:32]. Given the reactants Cl.[NH:2]1[CH2:5][CH:4]([O:6][C:7]2[CH:8]=[CH:9][C:10]([C:13]([NH:15][C:16]3[CH:21]=[CH:20][C:19]([NH:22][C:23]([NH:25][C:26]4[CH:30]=[C:29]([C:31]([CH3:34])([CH3:33])[CH3:32])[O:28][N:27]=4)=[O:24])=[CH:18][CH:17]=3)=[O:14])=[N:11][CH:12]=2)[CH2:3]1.Cl.[C:36](C1ON=C(NC(=O)NC2C=CC(NC(=O)C3C=C(OC4CCNCC4)C=CN=3)=CC=2)C=1)(C)(C)[CH3:37], predict the reaction product.